Dataset: Forward reaction prediction with 1.9M reactions from USPTO patents (1976-2016). Task: Predict the product of the given reaction. (1) Given the reactants [NH:1]1[C:9]2[C:4](=[CH:5][CH:6]=[CH:7][CH:8]=2)[CH:3]=[C:2]1[C:10]([O:12][CH3:13])=[O:11].Br[CH2:15][CH2:16][C:17]1[CH:22]=[CH:21][CH:20]=[CH:19][CH:18]=1.C(=O)([O-])[O-].[Cs+].[Cs+], predict the reaction product. The product is: [C:17]1([CH2:16][CH2:15][N:1]2[C:9]3[C:4](=[CH:5][CH:6]=[CH:7][CH:8]=3)[CH:3]=[C:2]2[C:10]([O:12][CH3:13])=[O:11])[CH:22]=[CH:21][CH:20]=[CH:19][CH:18]=1. (2) Given the reactants [CH2:1]1[CH2:6][C@H:5]([C:7]([OH:9])=[O:8])[CH2:4][CH2:3][C@H:2]1[CH2:10][NH2:11].[C:12]([O:17][CH:18]([O:22][C:23](ON1C(=O)CCC1=O)=[O:24])[CH2:19][CH2:20][CH3:21])(=[O:16])[CH2:13][CH2:14][CH3:15], predict the reaction product. The product is: [C:12]([O:17][CH:18]([O:22][C:23]([NH:11][CH2:10][C@H:2]1[CH2:3][CH2:4][C@H:5]([C:7]([OH:9])=[O:8])[CH2:6][CH2:1]1)=[O:24])[CH2:19][CH2:20][CH3:21])(=[O:16])[CH2:13][CH2:14][CH3:15]. (3) Given the reactants [CH2:1]([O:3][C:4](=[O:30])[CH2:5][C@@H:6]([NH:21][C:22]1[C:27]([Br:28])=[CH:26][N:25]=[C:24](Cl)[N:23]=1)[C:7]1[CH:12]=[CH:11][C:10]([O:13][Si:14]([C:17]([CH3:20])([CH3:19])[CH3:18])([CH3:16])[CH3:15])=[CH:9][CH:8]=1)[CH3:2].[CH3:31][NH:32][CH:33]1[CH2:38][CH2:37][CH2:36][CH2:35][CH2:34]1, predict the reaction product. The product is: [CH2:1]([O:3][C:4](=[O:30])[CH2:5][C@@H:6]([NH:21][C:22]1[C:27]([Br:28])=[CH:26][N:25]=[C:24]([N:32]([CH:33]2[CH2:38][CH2:37][CH2:36][CH2:35][CH2:34]2)[CH3:31])[N:23]=1)[C:7]1[CH:12]=[CH:11][C:10]([O:13][Si:14]([C:17]([CH3:20])([CH3:19])[CH3:18])([CH3:16])[CH3:15])=[CH:9][CH:8]=1)[CH3:2]. (4) Given the reactants O[N:2]1[C:6]2[CH:7]=CC=[CH:10][C:5]=2N=N1.C(N)(CC)C.Cl.C(N=C=NCCCN(C)C)C.[Br:28][C:29]1[CH:30]=[CH:31][C:32]([Cl:48])=[C:33]([C:35]2[C:44]3[C:39](=[CH:40][CH:41]=[CH:42][CH:43]=3)[CH:38]=[C:37]([C:45](O)=[O:46])[N:36]=2)[CH:34]=1, predict the reaction product. The product is: [Br:28][C:29]1[CH:30]=[CH:31][C:32]([Cl:48])=[C:33]([C:35]2[C:44]3[C:39](=[CH:40][CH:41]=[CH:42][CH:43]=3)[CH:38]=[C:37]([C:45]([NH:2][CH:6]([CH3:7])[CH2:5][CH3:10])=[O:46])[N:36]=2)[CH:34]=1. (5) Given the reactants [H-].[Na+].[CH2:3]([SH:5])[CH3:4].Cl[C:7]1[C:12]([C:13]([OH:15])=[O:14])=[C:11]([CH3:16])[CH:10]=[C:9]([Cl:17])[N:8]=1, predict the reaction product. The product is: [Cl:17][C:9]1[N:8]=[C:7]([S:5][CH2:3][CH3:4])[C:12]([C:13]([OH:15])=[O:14])=[C:11]([CH3:16])[CH:10]=1.